This data is from Full USPTO retrosynthesis dataset with 1.9M reactions from patents (1976-2016). The task is: Predict the reactants needed to synthesize the given product. (1) The reactants are: [CH3:1][C:2]1[CH:7]=[C:6]([CH3:8])[CH:5]=[CH:4][C:3]=1[S:9]([NH:12][C:13]1[C:21]([O:22][C:23]2[CH:28]=[CH:27][C:26]([CH2:29][C:30]([O:32]C)=[O:31])=[CH:25][C:24]=2[O:34][CH3:35])=[CH:20][CH:19]=[C:18]2[C:14]=1[CH:15]=[C:16]([C:36]([F:39])([F:38])[F:37])[NH:17]2)(=[O:11])=[O:10].O[Li].O. Given the product [CH3:1][C:2]1[CH:7]=[C:6]([CH3:8])[CH:5]=[CH:4][C:3]=1[S:9]([NH:12][C:13]1[C:21]([O:22][C:23]2[CH:28]=[CH:27][C:26]([CH2:29][C:30]([OH:32])=[O:31])=[CH:25][C:24]=2[O:34][CH3:35])=[CH:20][CH:19]=[C:18]2[C:14]=1[CH:15]=[C:16]([C:36]([F:38])([F:39])[F:37])[NH:17]2)(=[O:11])=[O:10], predict the reactants needed to synthesize it. (2) Given the product [NH2:1][C:2]1[CH:7]=[CH:6][C:5]([I:12])=[CH:4][C:3]=1[S:8]([NH2:11])(=[O:9])=[O:10], predict the reactants needed to synthesize it. The reactants are: [NH2:1][C:2]1[CH:7]=[CH:6][CH:5]=[CH:4][C:3]=1[S:8]([NH2:11])(=[O:10])=[O:9].[I:12]N1C(=O)CCC1=O. (3) Given the product [CH2:1]([O:8][C:9]([NH:11][C@H:12]([C:15]([O:17][CH3:18])=[O:16])[CH2:13][C:28](=[O:30])[CH3:29])=[O:10])[C:2]1[CH:7]=[CH:6][CH:5]=[CH:4][CH:3]=1, predict the reactants needed to synthesize it. The reactants are: [CH2:1]([O:8][C:9]([NH:11][C@H:12]([C:15]([O:17][CH3:18])=[O:16])[CH2:13]I)=[O:10])[C:2]1[CH:7]=[CH:6][CH:5]=[CH:4][CH:3]=1.BrCCBr.Cl[Si](C)(C)C.[C:28](Cl)(=[O:30])[CH3:29]. (4) Given the product [CH2:19]([O:18][C:16](=[O:17])[NH:1][CH2:2][C@@H:3]1[CH2:7][CH2:6][N:5]([C:8]([O:10][C:11]([CH3:14])([CH3:13])[CH3:12])=[O:9])[CH2:4]1)[C:20]1[CH:25]=[CH:24][CH:23]=[CH:22][CH:21]=1, predict the reactants needed to synthesize it. The reactants are: [NH2:1][CH2:2][C@@H:3]1[CH2:7][CH2:6][N:5]([C:8]([O:10][C:11]([CH3:14])([CH3:13])[CH3:12])=[O:9])[CH2:4]1.Cl[C:16]([O:18][CH2:19][C:20]1[CH:25]=[CH:24][CH:23]=[CH:22][CH:21]=1)=[O:17].C(N(CC)CC)C. (5) The reactants are: Br[C:2]1[S:6][C:5]([C:7]2[N:8]=[C:9]3[CH:14]=[CH:13][CH:12]=[CH:11][N:10]3[C:15]=2[NH:16][C:17]([CH3:24])([CH3:23])[CH2:18][C:19]([CH3:22])([CH3:21])[CH3:20])=[CH:4][CH:3]=1.[C:25]1([C:31]#[CH:32])[CH:30]=[CH:29][CH:28]=[CH:27][CH:26]=1.C(N(CC)CC)C.C(=O)([O-])[O-].[Na+].[Na+]. Given the product [C:25]1([C:31]#[C:32][C:2]2[S:6][C:5]([C:7]3[N:8]=[C:9]4[CH:14]=[CH:13][CH:12]=[CH:11][N:10]4[C:15]=3[NH:16][C:17]([CH3:23])([CH3:24])[CH2:18][C:19]([CH3:20])([CH3:22])[CH3:21])=[CH:4][CH:3]=2)[CH:30]=[CH:29][CH:28]=[CH:27][CH:26]=1, predict the reactants needed to synthesize it.